This data is from Reaction yield outcomes from USPTO patents with 853,638 reactions. The task is: Predict the reaction yield, written as a fraction of the theoretical maximum amount of product (1.0 means a 100% yield; for example, 0.34 means a 34% yield). (1) The reactants are Br[CH2:2][C:3]([O:5][C:6]([CH3:9])([CH3:8])[CH3:7])=[O:4].[C:10]([C:12]1[CH:13]=[C:14]([OH:18])[CH:15]=[CH:16][CH:17]=1)#[N:11].C(=O)([O-])[O-].[K+].[K+]. The catalyst is CN(C=O)C. The product is [C:10]([C:12]1[CH:13]=[C:14]([CH:15]=[CH:16][CH:17]=1)[O:18][CH2:2][C:3]([O:5][C:6]([CH3:9])([CH3:8])[CH3:7])=[O:4])#[N:11]. The yield is 0.990. (2) The reactants are [Cl:1][C:2]1[CH:20]=[CH:19][C:5]([CH2:6][N:7]2[CH:12]=[C:11]([N+:13]([O-:15])=[O:14])[C:10](=[O:16])[NH:9][CH:8]2SC)=[CH:4][CH:3]=1.[C:21]([C:23]1[N:28]=[C:27]([O:29][C:30]2[CH:36]=[CH:35][C:33]([NH2:34])=[CH:32][CH:31]=2)[CH:26]=[CH:25][CH:24]=1)#[N:22].C(O)(C)(C)C.C(=O)([O-])O.[Na+]. The catalyst is O.C(O)(=O)C. The product is [Cl:1][C:2]1[CH:20]=[CH:19][C:5]([CH2:6][N:7]2[CH:12]=[C:11]([N+:13]([O-:15])=[O:14])[C:10](=[O:16])[NH:9][CH:8]2[NH:34][C:33]2[CH:32]=[CH:31][C:30]([O:29][C:27]3[CH:26]=[CH:25][CH:24]=[C:23]([C:21]#[N:22])[N:28]=3)=[CH:36][CH:35]=2)=[CH:4][CH:3]=1. The yield is 0.890. (3) The product is [C:1]([NH:4][C:5]1[C:13]([Cl:14])=[CH:12][C:8]([C:9]([NH:22][C:21]2[CH:23]=[C:24]([C:26]([F:27])([F:28])[F:29])[CH:25]=[C:19]([C:18]([F:17])([F:30])[F:31])[CH:20]=2)=[O:11])=[C:7]([O:15][CH3:16])[CH:6]=1)(=[O:3])[CH3:2]. No catalyst specified. The reactants are [C:1]([NH:4][C:5]1[C:13]([Cl:14])=[CH:12][C:8]([C:9]([OH:11])=O)=[C:7]([O:15][CH3:16])[CH:6]=1)(=[O:3])[CH3:2].[F:17][C:18]([F:31])([F:30])[C:19]1[CH:20]=[C:21]([CH:23]=[C:24]([C:26]([F:29])([F:28])[F:27])[CH:25]=1)[NH2:22]. The yield is 0.238. (4) The reactants are [Cl:1][C:2]1[CH:7]=[CH:6][N:5]=[C:4]([NH2:8])[CH:3]=1.C(N(CC)CC)C.[C:16](Cl)(=[O:21])[C:17]([CH3:20])([CH3:19])[CH3:18]. The catalyst is ClCCl. The product is [Cl:1][C:2]1[CH:7]=[CH:6][N:5]=[C:4]([NH:8][C:16](=[O:21])[C:17]([CH3:20])([CH3:19])[CH3:18])[CH:3]=1. The yield is 0.950.